This data is from Drug-target binding data from BindingDB using Kd measurements. The task is: Regression. Given a target protein amino acid sequence and a drug SMILES string, predict the binding affinity score between them. We predict pKd (pKd = -log10(Kd in M); higher means stronger binding). Dataset: bindingdb_kd. (1) The small molecule is CC[C@@H]([C@H](C)O)n1ncn(-c2ccc(N3CCN(c4ccc(OCC5CO[C@@](Cn6cncn6)(c6ccc(F)cc6F)C5)cc4)CC3)cc2)c1=O. The target protein (Q7Z1V1) has sequence MFIEAIVLALTALILYSVYSVKSFNTTRPTDPPVYPVTVPFLGHIVQFGKNPLEFMQRCKRDLKSGVFTISIGGQRVTIVGDPHEHSRFFSPRNEILSPREVYTIMTPVFGEGVAYAAPYPRMREQLNFLAEELTIAKFQNFVPAIQHEVRKFMAENWKEDEGVINLLEDCGAMIINTACQCLFGEDLRKRLNARHFAQLLSKMESSLIPAAVFMPWLLRLPLPQSARCREARAELQKILGEIIVAREKEEASKDNNTSDLLGGLLKAVYRDGTRMSLHEVCGMIVAAMFAGQHTSTITTSWSMLHLMHPKNKKWLDKLHKEIDEFPAQLNYDNVMDEMPFAERCVRESIRRDPPLLMVMRMVKAEVKVGSYVVPKGDIIACSPLLSHHDEEAFPNPRLWDPERDEKVDGAFIGFGAGVHKCIGQKFALLQVKTILATAFREYDFQLLRDEVPDPDYHTMVVGPTLNQCLVKYTRKKKLPS. The pKd is 7.7. (2) The drug is N[C@@H](Cc1ccc(O)c(I)c1)C(=O)O. The target protein sequence is MGEPRTRAEARPWVDEDLKDSSDLHQAEEDADEWQESEENVEHIPFSHNHYPEKEMVKRSQEFYELLNKRRSVRFISNEQVPMEVIDNVIRTAGTAPSGAHTEPWTFVVVKDPDVKHKIRKIIEEEEEINYMKRMGHRWVTDLKKLRTNWIKEYLDTAPILILIFKQVHGFAANGKKKVHYYNEISVSIACGILLAALQNAGLVTVTTTPLNCGPRLRVLLGRPAHEKLLMLLPVGYPSKEATVPDLKRKPLDQIMVTV. The pKd is 7.0. (3) The small molecule is COC(=O)C[C@@H]1N=C(c2ccc(Cl)cc2)c2c(sc(C(=O)NCCOCCNC(=O)C[C@@H]3N=C(c4ccc(Cl)cc4)c4c(sc(C)c4C)-n4c(C)nnc43)c2C)-n2c(C)nnc21. The target protein sequence is NPPPPETSNPNKPKRQTNQLQYLLRVVLKTLWKHQFAWPFQQPVDAVKLNLPDYYKIIKTPMDMGTIKKRLENNYYWNAQECIQDFNTMFTNCYIYNKPGDDIVLMAEALEKLFLQKINELPTEEKDVPDSQQHPAPEKSSKVSEQLKCCSGILKEMFAKKHAAYAWPFYKPVDVEALGLHDYCDIIKHPMDMSTIKSKLEAREYRDAQEFGADVRLMFSNCYKYNPPDHEVVAMARKLQDVFEMRFAKMPDE. The pKd is 10.0. (4) The small molecule is C[C@H](CCC(=O)[O-])[C@H]1CC[C@H]2[C@@H]3[C@@H](O)C[C@@H]4C[C@H](O)CC[C@]4(C)[C@H]3CC[C@@]21C. The target protein (Q9HYR3) has sequence MNAKEILVHSLRLLENGDARGWCDLFHPEGVLEFPYAPPGWKTRFEGRETIWAHMRLFPEHLTVRFTDVQFYETADPDLAIGEFHGDGVATVSGGKLAQDYISVLRTRDGQILLYRDFWNPLRHLEALGGVEAAAKIVQGA. The pKd is 4.3. (5) The drug is COC(=O)[C@@H](NC(C)=O)[C@@H](C)O[C@H]1O[C@H](CO[C@]2(C(=O)[O-])C[C@H](O)[C@@H](NC(C)=O)[C@H]([C@H](O)[C@H](O)CO)O2)[C@H](O)[C@H](O[C@@H]2O[C@H](CO)[C@H](O)[C@H](O)[C@H]2O)[C@H]1NC(C)=O. The target protein (P20916) has sequence MIFLTALPLFWIMISASRGGHWGAWMPSSISAFEGTCVSIPCRFDFPDELRPAVVHGVWYFNSPYPKNYPPVVFKSRTQVVHESFQGRSRLLGDLGLRNCTLLLSNVSPELGGKYYFRGDLGGYNQYTFSEHSVLDIVNTPNIVVPPEVVAGTEVEVSCMVPDNCPELRPELSWLGHEGLGEPAVLGRLREDEGTWVQVSLLHFVPTREANGHRLGCQASFPNTTLQFEGYASMDVKYPPVIVEMNSSVEAIEGSHVSLLCGADSNPPPLLTWMRDGTVLREAVAESLLLELEEVTPAEDGVYACLAENAYGQDNRTVGLSVMYAPWKPTVNGTMVAVEGETVSILCSTQSNPDPILTIFKEKQILSTVIYESELQLELPAVSPEDDGEYWCVAENQYGQRATAFNLSVEFAPVLLLESHCAAARDTVQCLCVVKSNPEPSVAFELPSRNVTVNESEREFVYSERSGLVLTSILTLRGQAQAPPRVICTARNLYGAKSLE.... The pKd is 4.9. (6) The drug is NS(=O)(=O)c1ccc(C(=O)Cn2cnc3ccccc32)cc1Cl. The target protein (P00917) has sequence MAHSDWGYDSPNGPEWVKLYPIANGNNQSPIDIKTSETKHDTSLKPFSVSYDPATAKEIVNVGHSFQVKFEDSDNRSVLKDGPLPGSYRLVQFHFHWGSTDDYGSEHTVDGVKYSAELHLVHWNSSKYSSFDEASSQADGLAILGVLMKVGEANPKLQKVLDALNEVKTKGKKAPFKNFDPSSLLPSSPDYWTYSGSLTHPPLYESVTWIVCKENISISSQQLSQFRSLLSNVEGGKAVPIQHNNRPPQPLKGRTVRAFF. The pKd is 8.8. (7) The compound is Cn1c(Nc2ccc(C(F)(F)F)cc2)nc2cc(Oc3ccnc(-c4ncc(C(F)(F)F)[nH]4)c3)ccc21. The target protein (P57078) has sequence MEGDGGTPWALALLRTFDAGEFTGWEKVGSGGFGQVYKVRHVHWKTWLAIKCSPSLHVDDRERMELLEEAKKMEMAKFRYILPVYGICREPVGLVMEYMETGSLEKLLASEPLPWDLRFRIIHETAVGMNFLHCMAPPLLHLDLKPANILLDAHYHVKISDFGLAKCNGLSHSHDLSMDGLFGTIAYLPPERIREKSRLFDTKHDVYSFAIVIWGVLTQKKPFADEKNILHIMVKVVKGHRPELPPVCRARPRACSHLIRLMQRCWQGDPRVRPTFQGNGLNGELIRQVLAALLPVTGRWRSPGEGFRLESEVIIRVTCPLSSPQEITSETEDLCEKPDDEVKETAHDLDVKSPPEPRSEVVPARLKRASAPTFDNDYSLSELLSQLDSGVSQAVEGPEELSRSSSESKLPSSGSGKRLSGVSSVDSAFSSRGSLSLSFEREPSTSDLGTTDVQKKKLVDAIVSGDTSKLMKILQPQDVDLALDSGASLLHLAVEAGQEE.... The pKd is 5.0. (8) The drug is NCC(=O)N1c2ccccc2SC2C=CC=CC21. The target protein sequence is MSAVALPRVSGGHDEHGHLEEFRTDPIGLMQRVRDECGDVGTFQLAGKQVVLLSGSHANEFFFRAGDDDLDQAKAYPFMTPIFGEGVVFDASPERRKEMLHNAALRGEQMKGHAATIEDQVRRMIADWGEAGEIDLLDFFAELTIYTSSACLIGKKFRDQLDGRFAKLYHELERGTDPLAYVDPYLPIESFRRRDEARNGLVALVADIMNGRIANPPTDKSDRDMLDVLIAVKAETGTPRFSADEITGMFISMMFAGHHTSSGTASWTLIELMRHRDAYAAVIDELDELYGDGRSVSFHALRQIPQLENVLKETLRLHPPLIILMRVAKGEFEVQGHRIHEGDLVAASPAISNRIPEDFPDPHDFVPARYEQPRQEDLLNRWTWIPFGAGRHRCVGAAFAIMQIKAIFSVLLREYEFEMAQPPESYRNDHSKMVVQLAQPACVRYRRRTGV. The pKd is 5.1.